Dataset: Experimentally validated miRNA-target interactions with 360,000+ pairs, plus equal number of negative samples. Task: Binary Classification. Given a miRNA mature sequence and a target amino acid sequence, predict their likelihood of interaction. (1) The miRNA is hsa-miR-1297 with sequence UUCAAGUAAUUCAGGUG. The protein sequence of the target gene is MAALLAAAAVRARILQVSSKVKSSPTWYSASSFSSSVPTVKLFIGGKFVESKSDKWIDIHNPATNEVIGRVPQATKAEMDAAIASCKRAFPAWADTSVLSRQQVLLRYQQLIKENLKEIAKLITLEQGKTLADAEGDVFRGLQVVEHACSVTSLMMGETMPSITKDMDLYSYRLPLGVCAGIAPFNFPAMIPLWMFPMAMVCGNTFLMKPSERVPGATMLLAKLLQDSGAPDGTLNIIHGQHEAVNFICDHPDIKAISFVGSNKAGEYIFERGSRHGKRVQANMGAKNHGVVMPDANKEN.... Result: 1 (interaction). (2) The miRNA is hsa-miR-3691-5p with sequence AGUGGAUGAUGGAGACUCGGUAC. The protein sequence of the target gene is MAAAEPMGPAQVPMNSEVIVDPIQGQVNFEDVFVYFSQEEWVLLDEAQRLLYRDVMLENFALMASLGHTSFMSHIVASLVMGSEPWVPDWVDMTLAVATETPGGSDPGCWHGMEDEEIPFEQSFSIGMSQIRIPKGGPSTQKAYPCGTCGLVLKDILHLAEHQETHPGQKPYMCVLCGKQFCFSANLHQHQKQHSGEKPFRSDKSRPFLLNNCAVQSMEMSFVTGEACKDFLASSSIFEHHAPHNEWKPHSNTKCEEASHCGKRHYKCSECGKTFSRKDSLVQHQRVHTGERPYECGECG.... Result: 1 (interaction). (3) The miRNA is hsa-miR-920 with sequence GGGGAGCUGUGGAAGCAGUA. The protein sequence of the target gene is MMSDASDMLAAALEQMDGIIAGSKALEYSNGIFDCQSPTSPFMGSLRALHLVEDLRGLLEMMETDEKEGLRCQIPDSTAEVLIEWLQNQMTNGHLPGNGDVYQERLARLENDKESLVLQVSVLTDQVEAQGEKIRDLEFCLEEHREKLNATEEMLQQELLSRTSLETQKLELMAEISNLKLKLTAVEKDRLDYEDRFRDTEGLIQEINDLRLKVNEMDGERLQYEKKLKSTKDELASLKEQLEEKECEVKRLQERLVCKAKGEGIEVLDRDIEVQKMKKAVESLMAANEEKERKIEDLRQ.... Result: 0 (no interaction). (4) The miRNA is hsa-miR-633 with sequence CUAAUAGUAUCUACCACAAUAAA. The protein sequence of the target gene is MAPAVDRKGYWGPTTSTLDWCEENYVVTLFVAEFWNTVSNLIMIIPPIFGAIQGIRDRLEKRYIAAYLALTVVGMGSWCFHMTLKYEMQLLDELPMIYSCCIFVYCMFECFKTKSSINYHLLFTLFLYSLTVTTIYLKVKEPIFHQVMYGMLVFTLVLRSIYIVTWVYPWLRGLGYTSLTVFLLGFLLWNIDNIFCDSLRNFRKRVPPVLGVTTQFHAWWHILTGLGSYLHILFSLYTRTLYLRYRPKVKFLFGIWPAVMFEPQRKH. Result: 0 (no interaction). (5) The miRNA is hsa-miR-346 with sequence UGUCUGCCCGCAUGCCUGCCUCU. The protein sequence of the target gene is MELRVGNKYRLGRKIGSGSFGDIYLGANIASGEEVAIKLECVKTKHPQLHIESKFYKMMQGGVGIPSIKWCGAEGDYNVMVMELLGPSLEDLFNFCSRKFSLKTVLLLADQMISRIEYIHSKNFIHRDVKPDNFLMGLGKKGNLVYIIDFGLAKKYRDARTHQHIPYRENKNLTGTARYASINTHLGIEQSRRDDLESLGYVLMYFNLGSLPWQGLKAATKRQKYERISEKKMSTPIEVLCKGYPSEFSTYLNFCRSLRFDDKPDYSYLRQLFRNLFHRQGFSYDYVFDWNMLKFGAARN.... Result: 0 (no interaction). (6) The miRNA is hsa-miR-1288-5p with sequence GCAGAUCAGGACUGUAACUCACC. The protein sequence of the target gene is MDNLSDTLKKLKITAVDKTEDSLEGCLDCLLQALAQNNTETSEKIQASGILQLFASLLTPQSSCKAKVANIIAEVAKNEFMRIPCVDAGLISPLVQLLNSKDQEVLLQTGRALGNICYDSHEGRSAVDQAGGAQIVIDHLRSLCSITDPANEKLLTVFCGMLMNYSNENDSLQAQLINMGVIPTLVKLLGIHCQNAALTEMCLVAFGNLAELESSKEQFASTNIAEELVKLFKKQIEHDKREMIFEVLAPLAENDAIKLQLVEAGLVECLLEIVQQKVDSDKEDDITELKTGSDLMVLLL.... Result: 0 (no interaction).